From a dataset of Reaction yield outcomes from USPTO patents with 853,638 reactions. Predict the reaction yield, written as a fraction of the theoretical maximum amount of product (1.0 means a 100% yield; for example, 0.34 means a 34% yield). (1) The reactants are [CH3:1][C:2]1[C:10]2[C:5](=[CH:6][C:7]([N+:11]([O-:13])=[O:12])=[CH:8][CH:9]=2)[NH:4][N:3]=1.F[B-](F)(F)F.[CH3:19][O+](C)C. The yield is 0.730. The catalyst is CC(C)=O. The product is [CH3:19][N:3]1[C:2]([CH3:1])=[C:10]2[C:5]([CH:6]=[C:7]([N+:11]([O-:13])=[O:12])[CH:8]=[CH:9]2)=[N:4]1. (2) The reactants are [Br:1][CH2:2][C:3](Cl)=[O:4].[F:6][C:7]([F:38])([F:37])[C:8]1[CH:9]=[C:10]([C:18]([CH3:36])([CH3:35])[C:19]([N:21]([C@H:23]2[C@H:27]([C:28]3[CH:33]=[CH:32][C:31]([F:34])=[CH:30][CH:29]=3)[CH2:26][NH:25][CH2:24]2)[CH3:22])=[O:20])[CH:11]=[C:12]([C:14]([F:17])([F:16])[F:15])[CH:13]=1.N1CCCC1.C(N(C(C)C)C(C)C)C. The catalyst is C(Cl)Cl. The product is [F:17][C:14]([F:15])([F:16])[C:12]1[CH:11]=[C:10]([C:18]([CH3:35])([CH3:36])[C:19]([N:21]([C@H:23]2[C@H:27]([C:28]3[CH:29]=[CH:30][C:31]([F:34])=[CH:32][CH:33]=3)[CH2:26][N:25]([C:3](=[O:4])[CH2:2][Br:1])[CH2:24]2)[CH3:22])=[O:20])[CH:9]=[C:8]([C:7]([F:38])([F:37])[F:6])[CH:13]=1. The yield is 0.700. (3) The reactants are [H-].[Al+3].[Li+].[H-].[H-].[H-].C[O:8][C:9](=O)[C:10]([NH2:19])([C:12]1[CH:17]=[CH:16][CH:15]=[C:14]([Br:18])[CH:13]=1)[CH3:11].[O-]S([O-])(=O)=O.[Na+].[Na+].[H][H]. The catalyst is C1COCC1. The product is [NH2:19][C:10]([C:12]1[CH:17]=[CH:16][CH:15]=[C:14]([Br:18])[CH:13]=1)([CH3:11])[CH2:9][OH:8]. The yield is 0.850. (4) The reactants are [OH:1][C:2]1[CH:6]=[C:5]([C:7]([O:9][CH3:10])=[O:8])[N:4]([CH3:11])[N:3]=1.I[CH2:13][CH3:14].C(=O)([O-])[O-].[K+].[K+]. The catalyst is CN(C)C=O. The product is [CH2:13]([O:1][C:2]1[CH:6]=[C:5]([C:7]([O:9][CH3:10])=[O:8])[N:4]([CH3:11])[N:3]=1)[CH3:14]. The yield is 0.940. (5) The reactants are [NH:1]1[CH2:6][CH2:5][CH:4]([CH2:7][O:8][C:9]2[CH:18]=[CH:17][CH:16]=[C:15]3[C:10]=2[C:11]([NH2:20])=[N:12][C:13]([NH2:19])=[N:14]3)[CH2:3][CH2:2]1.[F:21][C:22]1[CH:27]=[C:26]([F:28])[CH:25]=[CH:24][C:23]=1[S:29](Cl)(=[O:31])=[O:30]. No catalyst specified. The product is [F:21][C:22]1[CH:27]=[C:26]([F:28])[CH:25]=[CH:24][C:23]=1[S:29]([C:4]1([CH2:7][O:8][C:9]2[CH:18]=[CH:17][CH:16]=[C:15]3[C:10]=2[C:11]([NH2:20])=[N:12][C:13]([NH2:19])=[N:14]3)[CH2:5][CH2:6][NH:1][CH2:2][CH2:3]1)(=[O:31])=[O:30]. The yield is 0.990. (6) The reactants are [CH3:1][O:2][C:3](=[O:12])[CH2:4][C:5]1[CH:10]=[CH:9][C:8](Br)=[CH:7][CH:6]=1.C1(P(C2CCCCC2)C2C=CC=CC=2C2C(OC)=CC=CC=2OC)CCCCC1.P([O-])([O-])([O-])=O.[K+].[K+].[K+].[CH2:50]([C:52]([OH:85])([CH2:83][CH3:84])[CH2:53][CH2:54][C:55]1[CH:60]=[CH:59][C:58]([C:61]([CH2:80][CH3:81])([C:64]2[CH:69]=[CH:68][C:67](B3OC(C)(C)C(C)(C)O3)=[C:66]([CH3:79])[CH:65]=2)[CH2:62][CH3:63])=[CH:57][C:56]=1[CH3:82])[CH3:51].C(=O)(O)[O-].[Na+]. The catalyst is C1(C)C=CC=CC=1.C([O-])(=O)C.[Pd+2].C([O-])(=O)C.O. The product is [CH3:1][O:2][C:3](=[O:12])[CH2:4][C:5]1[CH:10]=[CH:9][C:8]([C:67]2[CH:68]=[CH:69][C:64]([C:61]([CH2:62][CH3:63])([C:58]3[CH:59]=[CH:60][C:55]([CH2:54][CH2:53][C:52]([CH2:83][CH3:84])([OH:85])[CH2:50][CH3:51])=[C:56]([CH3:82])[CH:57]=3)[CH2:80][CH3:81])=[CH:65][C:66]=2[CH3:79])=[CH:7][CH:6]=1. The yield is 0.520.